The task is: Predict the product of the given reaction.. This data is from Forward reaction prediction with 1.9M reactions from USPTO patents (1976-2016). (1) Given the reactants N[C:2]1[C:3]([C:9]([NH:11][C:12]2[CH:17]=[CH:16][C:15]([F:18])=[CH:14][CH:13]=2)=[O:10])=[N:4][C:5]([Br:8])=[CH:6][N:7]=1.N1C=CC=CC=1.N([O-])=O.[Na+].[FH:29], predict the reaction product. The product is: [Br:8][C:5]1[N:4]=[C:3]([C:9]([NH:11][C:12]2[CH:17]=[CH:16][C:15]([F:18])=[CH:14][CH:13]=2)=[O:10])[C:2]([F:29])=[N:7][CH:6]=1. (2) Given the reactants [Cl:1][C:2]1[C:7]([CH2:8][CH2:9][C:10](OCC)=[O:11])=[C:6](Cl)[N:5]=[C:4](/[CH:16]=[CH:17]/[C:18]2[CH:23]=[CH:22][CH:21]=[CH:20][CH:19]=2)[N:3]=1.[NH4+:24].[OH-], predict the reaction product. The product is: [Cl:1][C:2]1[C:7]2[CH2:8][CH2:9][C:10](=[O:11])[NH:24][C:6]=2[N:5]=[C:4](/[CH:16]=[CH:17]/[C:18]2[CH:23]=[CH:22][CH:21]=[CH:20][CH:19]=2)[N:3]=1. (3) Given the reactants [F:1][C:2]1[C:7]([F:8])=[CH:6][CH:5]=[CH:4][C:3]=1[CH:9]1[CH2:15][CH2:14][CH:13]([OH:16])[CH:12]([OH:17])[CH2:11][CH2:10]1.[Si:18](Cl)([C:21]([CH3:24])([CH3:23])[CH3:22])([CH3:20])[CH3:19].N1C=CN=C1.CCCCCC.CCOC(C)=O, predict the reaction product. The product is: [Si:18]([O:17][CH:12]1[CH2:11][CH2:10][CH:9]([C:3]2[CH:4]=[CH:5][CH:6]=[C:7]([F:8])[C:2]=2[F:1])[CH2:15][CH2:14][CH:13]1[OH:16])([C:21]([CH3:24])([CH3:23])[CH3:22])([CH3:20])[CH3:19]. (4) Given the reactants [N+:18]([C:14]1[CH:13]=[C:12]([S:11][S:11][C:12]2[CH:17]=[CH:16][CH:15]=[C:14]([N+:18]([O-:20])=[O:19])[CH:13]=2)[CH:17]=[CH:16][CH:15]=1)([O-:20])=[O:19].[Cl:21][C:22]1[CH:27]=[C:26](I)[CH:25]=[CH:24][C:23]=1[NH:29][C:30](=[O:38])[C@:31]([OH:37])([CH3:36])[C:32]([F:35])([F:34])[F:33], predict the reaction product. The product is: [Cl:21][C:22]1[CH:27]=[C:26]([S:11][C:12]2[CH:17]=[CH:16][CH:15]=[C:14]([N+:18]([O-:20])=[O:19])[CH:13]=2)[CH:25]=[CH:24][C:23]=1[NH:29][C:30](=[O:38])[C@:31]([OH:37])([CH3:36])[C:32]([F:33])([F:35])[F:34]. (5) The product is: [Cl:13][C:14]1[CH:15]=[C:16]([CH:20]=[CH:21][CH:22]=1)[C:17]([N:4]([O:3][CH3:2])[CH3:5])=[O:18]. Given the reactants Cl.[CH3:2][O:3][NH:4][CH3:5].CCN(CC)CC.[Cl:13][C:14]1[CH:15]=[C:16]([CH:20]=[CH:21][CH:22]=1)[C:17](Cl)=[O:18].CCOC(C)=O, predict the reaction product. (6) Given the reactants I[C:2]1[CH:9]=[CH:8][C:5]([CH:6]=[O:7])=[CH:4][CH:3]=1.Br[C:11]([F:18])([F:17])[C:12]([O:14][CH2:15][CH3:16])=[O:13].[Cl-].[NH4+], predict the reaction product. The product is: [F:17][C:11]([F:18])([C:9]1[CH:2]=[CH:3][CH:4]=[C:5]([CH:6]=[O:7])[CH:8]=1)[C:12]([O:14][CH2:15][CH3:16])=[O:13].